Dataset: Full USPTO retrosynthesis dataset with 1.9M reactions from patents (1976-2016). Task: Predict the reactants needed to synthesize the given product. (1) Given the product [C:13]([N:1]1[C:3]2[N:8]([CH3:9])[C:7](=[O:10])[N:6]([CH3:11])[C:5](=[O:12])[C:4]=2[C:22]([CH3:23])=[N:2]1)(=[O:15])[CH3:14], predict the reactants needed to synthesize it. The reactants are: [NH:1]([C:3]1[N:8]([CH3:9])[C:7](=[O:10])[N:6]([CH3:11])[C:5](=[O:12])[CH:4]=1)[NH2:2].[C:13](OC(=O)C)(=[O:15])[CH3:14].Cl.N1C=CC=[CH:23][CH:22]=1. (2) The reactants are: [O:1]=[C:2]1[C:10]2[C:5](=[CH:6][CH:7]=[C:8]([CH2:11][CH2:12][CH3:13])[CH:9]=2)[CH2:4][N:3]1[C:14]1[CH:19]=[CH:18][C:17]([CH:20]([CH3:28])[C:21]([O:23]C(C)(C)C)=[O:22])=[CH:16][CH:15]=1. Given the product [O:1]=[C:2]1[C:10]2[C:5](=[CH:6][CH:7]=[C:8]([CH2:11][CH2:12][CH3:13])[CH:9]=2)[CH2:4][N:3]1[C:14]1[CH:19]=[CH:18][C:17]([CH:20]([CH3:28])[C:21]([OH:23])=[O:22])=[CH:16][CH:15]=1, predict the reactants needed to synthesize it. (3) Given the product [Cl:19][C:20]1[CH:26]=[CH:25][C:24]([F:27])=[CH:23][C:21]=1[NH:22][C:8](=[O:10])[CH:2]([CH3:1])[C:3]([O:5][CH2:6][CH3:7])=[O:4], predict the reactants needed to synthesize it. The reactants are: [CH3:1][CH:2]([C:8]([O:10]CC)=O)[C:3]([O:5][CH2:6][CH3:7])=[O:4].N1C=CC=CC=1.[Cl:19][C:20]1[CH:26]=[CH:25][C:24]([F:27])=[CH:23][C:21]=1[NH2:22]. (4) Given the product [OH:29][CH2:28][CH:27]([NH:26][C:2]1[N:7]=[CH:6][C:5]([N:8]2[C:17]3[N:18]4[CH:24]=[CH:23][CH:22]=[CH:21][C:19]4=[N:20][C:16]=3[C:15]3[C:10](=[CH:11][CH:12]=[CH:13][CH:14]=3)[C:9]2=[O:25])=[CH:4][CH:3]=1)[CH3:30], predict the reactants needed to synthesize it. The reactants are: Br[C:2]1[N:7]=[CH:6][C:5]([N:8]2[C:17]3[N:18]4[CH:24]=[CH:23][CH:22]=[CH:21][C:19]4=[N:20][C:16]=3[C:15]3[C:10](=[CH:11][CH:12]=[CH:13][CH:14]=3)[C:9]2=[O:25])=[CH:4][CH:3]=1.[NH2:26][CH:27]([CH3:30])[CH2:28][OH:29]. (5) Given the product [Cl:1][C:2]1[CH:3]=[CH:4][C:5]([N:8]2[C:12]([C:13]3[C:18]([F:19])=[CH:17][CH:16]=[CH:15][C:14]=3[F:20])=[CH:11][N:10]=[C:9]2[CH3:21])=[CH:6][CH:7]=1, predict the reactants needed to synthesize it. The reactants are: [Cl:1][C:2]1[CH:7]=[CH:6][C:5]([N:8]2[C:12]([C:13]3[C:18]([F:19])=[CH:17][CH:16]=[CH:15][C:14]=3[F:20])=[CH:11][N:10]=[CH:9]2)=[CH:4][CH:3]=1.[CH:21]([N-]C(C)C)(C)C.[Li+].IC. (6) The reactants are: [F:1][C:2]([F:23])([F:22])[C:3]1[CH:17]=[C:16]([C:18]([F:21])([F:20])[F:19])[CH:15]=[CH:14][C:4]=1[CH2:5][N:6]1[CH2:11][CH2:10][CH:9]([CH:12]=O)[CH2:8][CH2:7]1.[O:24]=[C:25]1[N:29]=[C:28]([NH:30][CH2:31][C:32]([O:34][CH2:35][CH3:36])=[O:33])[CH2:27][S:26]1.C([O-])(=O)C.[NH2+]1CCCCC1. Given the product [F:23][C:2]([F:1])([F:22])[C:3]1[CH:17]=[C:16]([C:18]([F:21])([F:20])[F:19])[CH:15]=[CH:14][C:4]=1[CH2:5][N:6]1[CH2:11][CH2:10][CH:9](/[CH:12]=[C:27]2/[C:28]([NH:30][CH2:31][C:32]([O:34][CH2:35][CH3:36])=[O:33])=[N:29][C:25](=[O:24])[S:26]/2)[CH2:8][CH2:7]1, predict the reactants needed to synthesize it.